This data is from Reaction yield outcomes from USPTO patents with 853,638 reactions. The task is: Predict the reaction yield, written as a fraction of the theoretical maximum amount of product (1.0 means a 100% yield; for example, 0.34 means a 34% yield). (1) The reactants are [CH:1]1([CH:4]([N:8]2[CH:12]=[C:11]([C:13]3[N:18]4[CH:19]=[CH:20][N:21]=[C:17]4[CH:16]=[C:15]([C:22]4[N:26]5[CH2:27][CH2:28][NH:29][CH2:30][C:25]5=[N:24][CH:23]=4)[N:14]=3)[CH:10]=[N:9]2)[CH2:5][C:6]#[N:7])[CH2:3][CH2:2]1.C=O.[C:33](O[BH-](OC(=O)C)OC(=O)C)(=O)C.[Na+]. The catalyst is C(Cl)Cl.CO. The product is [CH:1]1([CH:4]([N:8]2[CH:12]=[C:11]([C:13]3[N:18]4[CH:19]=[CH:20][N:21]=[C:17]4[CH:16]=[C:15]([C:22]4[N:26]5[CH2:27][CH2:28][N:29]([CH3:33])[CH2:30][C:25]5=[N:24][CH:23]=4)[N:14]=3)[CH:10]=[N:9]2)[CH2:5][C:6]#[N:7])[CH2:3][CH2:2]1. The yield is 0.480. (2) The reactants are N12CCCN=C1CCCCC2.Cl.[NH2:13][CH2:14][C:15]1[CH:23]=[CH:22][CH:21]=[C:20]2[C:16]=1[C:17](=[O:33])[N:18]([CH:25]1[CH2:30][CH2:29][C:28](=[O:31])[NH:27][C:26]1=[O:32])[C:19]2=[O:24].[CH2:34]([N:42]=[C:43]=[O:44])[CH2:35][CH2:36][CH2:37][CH2:38][CH2:39][CH2:40][CH3:41]. The catalyst is CC#N. The product is [O:32]=[C:26]1[CH:25]([N:18]2[C:17](=[O:33])[C:16]3[C:20](=[CH:21][CH:22]=[CH:23][C:15]=3[CH2:14][NH:13][C:43]([NH:42][CH2:34][CH2:35][CH2:36][CH2:37][CH2:38][CH2:39][CH2:40][CH3:41])=[O:44])[C:19]2=[O:24])[CH2:30][CH2:29][C:28](=[O:31])[NH:27]1. The yield is 0.560. (3) The reactants are [OH:1][C:2]1[CH:7]=[C:6]([CH3:8])[C:5]([C:9]2[CH:14]=[CH:13][CH:12]=[C:11]([CH:15]=[O:16])[CH:10]=2)=[C:4]([CH3:17])[CH:3]=1.CO.[BH4-].[Na+]. The yield is 0.930. The product is [OH:16][CH2:15][C:11]1[CH:10]=[C:9]([C:5]2[C:4]([CH3:17])=[CH:3][C:2]([OH:1])=[CH:7][C:6]=2[CH3:8])[CH:14]=[CH:13][CH:12]=1. The catalyst is O1CCCC1.